Predict the reactants needed to synthesize the given product. From a dataset of Full USPTO retrosynthesis dataset with 1.9M reactions from patents (1976-2016). (1) Given the product [F:1][C:2]1[C:7]([S:8]([CH3:11])(=[O:10])=[O:9])=[CH:6][CH:5]=[CH:4][C:3]=1[CH:12]1[CH2:17][CH2:16][N:15]([CH2:25][CH2:26][O:27][CH3:28])[CH2:14][CH2:13]1, predict the reactants needed to synthesize it. The reactants are: [F:1][C:2]1[C:7]([S:8]([CH3:11])(=[O:10])=[O:9])=[CH:6][CH:5]=[CH:4][C:3]=1[CH:12]1[CH2:17][CH2:16][NH:15][CH2:14][CH2:13]1.C(=O)([O-])[O-].[K+].[K+].Br[CH2:25][CH2:26][O:27][CH3:28]. (2) Given the product [CH2:2]([O:9][C:10]1[CH:19]=[C:18]2[C:13]([C:14]([N:25]3[CH2:29][CH2:28][CH2:27][CH2:26]3)=[CH:15][CH:16]=[N:17]2)=[CH:12][C:11]=1[CH2:21][CH2:22][CH2:23][CH3:24])[C:3]1[CH:8]=[CH:7][CH:6]=[CH:5][CH:4]=1, predict the reactants needed to synthesize it. The reactants are: Cl.[CH2:2]([O:9][C:10]1[CH:19]=[C:18]2[C:13]([C:14](Cl)=[CH:15][CH:16]=[N:17]2)=[CH:12][C:11]=1[CH2:21][CH2:22][CH2:23][CH3:24])[C:3]1[CH:8]=[CH:7][CH:6]=[CH:5][CH:4]=1.[NH:25]1[CH2:29][CH2:28][CH2:27][CH2:26]1. (3) Given the product [C:1]([C:3]1[CH:8]=[CH:7][CH:6]=[CH:5][C:4]=1[C:9]1[CH:14]=[CH:13][C:12]([CH2:15][C:16]2[C:17](=[O:37])[N:18]([C@H:28]3[CH2:33][CH2:32][C@H:31]([C:34]([NH2:40])=[O:35])[CH2:30][CH2:29]3)[C:19]3[N:20]([N:25]=[CH:26][N:27]=3)[C:21]=2[CH2:22][CH2:23][CH3:24])=[CH:11][CH:10]=1)#[N:2], predict the reactants needed to synthesize it. The reactants are: [C:1]([C:3]1[CH:8]=[CH:7][CH:6]=[CH:5][C:4]=1[C:9]1[CH:14]=[CH:13][C:12]([CH2:15][C:16]2[C:17](=[O:37])[N:18]([C@H:28]3[CH2:33][CH2:32][C@H:31]([C:34](O)=[O:35])[CH2:30][CH2:29]3)[C:19]3[N:20]([N:25]=[CH:26][N:27]=3)[C:21]=2[CH2:22][CH2:23][CH3:24])=[CH:11][CH:10]=1)#[N:2].[NH4+].O[N:40]1C2C=CC=CC=2N=N1.Cl.C(N=C=NCCCN(C)C)C.CN(C)C=O. (4) Given the product [C:1]([C:3]1[CH:4]=[C:5]([CH:24]=[CH:25][CH:26]=1)[C:6]([NH:8][C:9]1[C:10]([NH:23][C:40](=[O:41])[C:39]2[CH:43]=[CH:44][C:36]([CH:33]([CH3:34])[CH3:35])=[CH:37][CH:38]=2)=[CH:11][C:12]([O:15][Si:16]([CH3:21])([CH3:22])[C:17]([CH3:20])([CH3:19])[CH3:18])=[CH:13][CH:14]=1)=[O:7])#[N:2], predict the reactants needed to synthesize it. The reactants are: [C:1]([C:3]1[CH:4]=[C:5]([CH:24]=[CH:25][CH:26]=1)[C:6]([NH:8][C:9]1[C:10]([NH2:23])=[CH:11][C:12]([O:15][Si:16]([CH3:22])([CH3:21])[C:17]([CH3:20])([CH3:19])[CH3:18])=[CH:13][CH:14]=1)=[O:7])#[N:2].N1C=CC=CC=1.[CH:33]([C:36]1[CH:44]=[CH:43][C:39]([C:40](Cl)=[O:41])=[CH:38][CH:37]=1)([CH3:35])[CH3:34]. (5) Given the product [Br:8][C:5]1[CH:6]=[CH:7][C:2]([NH:1][C:16](=[O:17])[O:18][C:19]([CH3:22])([CH3:21])[CH3:20])=[N:3][CH:4]=1, predict the reactants needed to synthesize it. The reactants are: [NH2:1][C:2]1[CH:7]=[CH:6][C:5]([Br:8])=[CH:4][N:3]=1.C(N(CC)CC)C.[C:16](O[C:16]([O:18][C:19]([CH3:22])([CH3:21])[CH3:20])=[O:17])([O:18][C:19]([CH3:22])([CH3:21])[CH3:20])=[O:17]. (6) Given the product [N:14]1([C:11]2[CH:10]=[CH:9][C:8]([C:3]3[N:4]=[C:5]([NH2:7])[S:6][C:2]=3[Cl:1])=[CH:13][CH:12]=2)[CH:18]=[CH:17][N:16]=[N:15]1, predict the reactants needed to synthesize it. The reactants are: [Cl:1][C:2]1[S:6][C:5]([NH2:7])=[N:4][C:3]=1[C:8]1[CH:13]=[CH:12][C:11]([N:14]2[CH:18]=[C:17]([Si](C)(C)C)[N:16]=[N:15]2)=[CH:10][CH:9]=1.C(O)(=O)C.[F-].C([N+](CCCC)(CCCC)CCCC)CCC.O.